This data is from HIV replication inhibition screening data with 41,000+ compounds from the AIDS Antiviral Screen. The task is: Binary Classification. Given a drug SMILES string, predict its activity (active/inactive) in a high-throughput screening assay against a specified biological target. (1) The molecule is COC1C=COC2(C)Oc3c(C)c(O)c4c(O)c(c(C=NN5C(C)CN(Cc6ccc(O)cc6)CC5C)c(O)c4c3C2=O)NC(=O)C(C)=CC=CC(C)C(O)C(C)C(O)C(C)C(OC(C)=O)C1C. The result is 0 (inactive). (2) The drug is Cc1ccc(OP2(=O)Nc3ccccc3S2)cc1. The result is 0 (inactive).